Task: Predict the reaction yield, written as a fraction of the theoretical maximum amount of product (1.0 means a 100% yield; for example, 0.34 means a 34% yield).. Dataset: Reaction yield outcomes from USPTO patents with 853,638 reactions (1) The reactants are C1CO[C:8]2[CH:7]=[CH:6][C:5]([NH:11][C:12]3[C:17]([F:18])=[CH:16][N:15]=[C:14]([NH:19][C:20]4[CH:25]=[CH:24][CH:23]=[C:22](O)[CH:21]=4)[N:13]=3)=[CH:4][C:3]=2[O:2]1.ClC1N=C(NC2C=CC=C(O)C=2)C(F)=CN=1.[S:43]1[C:47]2C=CC=CC=2[C:45](CN)=[CH:44]1. No catalyst specified. The product is [S:43]1[C:44]2[CH:45]=[CH:21][CH:22]=[CH:23][C:24]=2[C:25]([CH2:20][NH:19][C:14]2[N:13]=[C:12]([NH:11][C:5]3[CH:6]=[CH:7][CH:8]=[C:3]([OH:2])[CH:4]=3)[C:17]([F:18])=[CH:16][N:15]=2)=[CH:47]1. The yield is 0.530. (2) The reactants are [CH3:1][O:2][C:3](=[O:15])[C:4](=[N+]=[N-])[C:5]1[CH:10]=[CH:9][C:8]([Cl:11])=[C:7]([Cl:12])[CH:6]=1.[CH:16]1([SH:21])[CH2:20][CH2:19][CH2:18][CH2:17]1.O. The catalyst is ClCCl.CC(O)=O.CC(O)=O.CC(O)=O.CC(O)=O.[Rh].[Rh]. The product is [CH3:1][O:2][C:3](=[O:15])[CH:4]([S:21][CH:16]1[CH2:20][CH2:19][CH2:18][CH2:17]1)[C:5]1[CH:10]=[CH:9][C:8]([Cl:11])=[C:7]([Cl:12])[CH:6]=1. The yield is 0.590.